From a dataset of Catalyst prediction with 721,799 reactions and 888 catalyst types from USPTO. Predict which catalyst facilitates the given reaction. (1) Product: [CH3:5][O:6][C:7]1[CH:8]=[CH:9][C:10]([C@H:13]([CH2:14][N+:15]([O-:17])=[O:16])[C@H:2]([CH3:3])[CH:1]=[O:4])=[CH:11][CH:12]=1. Reactant: [CH:1](=[O:4])[CH2:2][CH3:3].[CH3:5][O:6][C:7]1[CH:12]=[CH:11][C:10](/[CH:13]=[CH:14]/[N+:15]([O-:17])=[O:16])=[CH:9][CH:8]=1.CC(O)C.CCCCCC. The catalyst class is: 22. (2) Reactant: [Na].[CH3:2][C:3]1([CH3:12])[C@@H:8]([CH3:9])[CH2:7][CH2:6][CH:5]([CH3:10])[C:4]1=[O:11].C(O)(C)C. Product: [CH3:12][C:3]1([CH3:2])[C@@H:8]([CH3:9])[CH2:7][CH2:6][C@H:5]([CH3:10])[C@H:4]1[OH:11]. The catalyst class is: 11. (3) Reactant: CN(C)C=O.[CH3:6][N:7]([CH2:14][CH2:15][OH:16])[C:8]1[CH:13]=[CH:12][CH:11]=[CH:10][N:9]=1.F[C:18]1[CH:25]=[CH:24][C:21]([CH:22]=[O:23])=[CH:20][CH:19]=1.CC(C)([O-])C.[K+]. Product: [CH3:6][N:7]([CH2:14][CH2:15][O:16][C:18]1[CH:25]=[CH:24][C:21]([CH:22]=[O:23])=[CH:20][CH:19]=1)[C:8]1[CH:13]=[CH:12][CH:11]=[CH:10][N:9]=1. The catalyst class is: 6. (4) Reactant: C([O:5][C:6](=[O:32])[CH2:7][N:8]1[C:17](=[O:18])[C:16]2[C:11](=[CH:12][CH:13]=[CH:14][CH:15]=2)[N:10]([CH2:19][C:20](=[O:30])[NH:21][C:22]2[CH:27]=[C:26]([Cl:28])[N:25]=[C:24]([Cl:29])[CH:23]=2)[C:9]1=[O:31])(C)(C)C.C(O)(C(F)(F)F)=O. Product: [Cl:28][C:26]1[CH:27]=[C:22]([NH:21][C:20]([CH2:19][N:10]2[C:11]3[C:16](=[CH:15][CH:14]=[CH:13][CH:12]=3)[C:17](=[O:18])[N:8]([CH2:7][C:6]([OH:32])=[O:5])[C:9]2=[O:31])=[O:30])[CH:23]=[C:24]([Cl:29])[N:25]=1. The catalyst class is: 2.